Dataset: Forward reaction prediction with 1.9M reactions from USPTO patents (1976-2016). Task: Predict the product of the given reaction. (1) Given the reactants F[C:2]1[N:7]=[C:6]([C:8]2[C:16]3[C:11](=[CH:12][N:13]=[C:14]([C:17]4[CH:18]=[N:19][CH:20]=[CH:21][CH:22]=4)[CH:15]=3)[N:10](C3CCCCO3)[N:9]=2)[CH:5]=[CH:4][CH:3]=1.[CH2:29]([NH2:32])[CH2:30][NH2:31], predict the reaction product. The product is: [N:19]1[CH:20]=[CH:21][CH:22]=[C:17]([C:14]2[CH:15]=[C:16]3[C:8]([C:6]4[N:7]=[C:2]([NH:31][CH2:30][CH2:29][NH2:32])[CH:3]=[CH:4][CH:5]=4)=[N:9][NH:10][C:11]3=[CH:12][N:13]=2)[CH:18]=1. (2) Given the reactants [Br:1][C:2]1[C:3]([Cl:17])=[N:4][C:5]([C:8]2[CH:13]=[C:12]([Cl:14])[CH:11]=[CH:10][C:9]=2[O:15]C)=[N:6][CH:7]=1.B(Br)(Br)Br, predict the reaction product. The product is: [Br:1][C:2]1[C:3]([Cl:17])=[N:4][C:5]([C:8]2[CH:13]=[C:12]([Cl:14])[CH:11]=[CH:10][C:9]=2[OH:15])=[N:6][CH:7]=1. (3) Given the reactants [CH:1]1([C:4]2[CH:15]=[C:14]([F:16])[C:7]3[C:8](=[O:13])[NH:9][CH2:10][CH2:11][O:12][C:6]=3[CH:5]=2)[CH2:3][CH2:2]1.[H-].[Na+].[Br:19][C:20]1[CH:25]=[CH:24][C:23]([CH2:26]Br)=[C:22]([F:28])[CH:21]=1, predict the reaction product. The product is: [Br:19][C:20]1[CH:25]=[CH:24][C:23]([CH2:26][N:9]2[C:8](=[O:13])[C:7]3[C:14]([F:16])=[CH:15][C:4]([CH:1]4[CH2:3][CH2:2]4)=[CH:5][C:6]=3[O:12][CH2:11][CH2:10]2)=[C:22]([F:28])[CH:21]=1. (4) Given the reactants [S:1]1[CH:5]=[C:4]([C:6]([OH:8])=O)[C:3]2[CH2:9][CH2:10][CH2:11][CH2:12][C:2]1=2.Cl.[NH2:14][C:15]1[CH:16]=[CH:17][C:18]([O:23][CH2:24][C:25]([CH3:29])([CH3:28])[CH2:26][OH:27])=[C:19]([CH:22]=1)[C:20]#[N:21], predict the reaction product. The product is: [C:20]([C:19]1[CH:22]=[C:15]([NH:14][C:6]([C:4]2[C:3]3[CH2:9][CH2:10][CH2:11][CH2:12][C:2]=3[S:1][CH:5]=2)=[O:8])[CH:16]=[CH:17][C:18]=1[O:23][CH2:24][C:25]([CH3:28])([CH3:29])[CH2:26][OH:27])#[N:21]. (5) Given the reactants Cl.C([O:5][CH2:6][CH2:7][CH2:8][NH:9][C:10]1[C:19]2[C:14](=[CH:15][CH:16]=[CH:17][N:18]=2)[N:13]=[CH:12][C:11]=1[NH:20][C:21](=O)[CH2:22][CH2:23][CH3:24])(=O)C.[OH-].[Na+], predict the reaction product. The product is: [CH2:22]([C:21]1[N:9]([CH2:8][CH2:7][CH2:6][OH:5])[C:10]2[C:19]3[N:18]=[CH:17][CH:16]=[CH:15][C:14]=3[N:13]=[CH:12][C:11]=2[N:20]=1)[CH2:23][CH3:24]. (6) The product is: [Cl:22][C:18]1[C:19]([NH:37][CH2:36][C:35]2[CH:38]=[CH:39][CH:40]=[CH:41][C:34]=2[N+:31]([O-:33])=[O:32])=[N:20][C:15]([C:12]2[CH:13]=[CH:14][C:9]([Cl:8])=[C:10]([O:28][CH3:29])[C:11]=2[F:27])=[N:16][C:17]=1[C:23]([O:25][CH3:26])=[O:24]. Given the reactants C(N(CC)CC)C.[Cl:8][C:9]1[CH:14]=[CH:13][C:12]([C:15]2[N:20]=[C:19](Cl)[C:18]([Cl:22])=[C:17]([C:23]([O:25][CH3:26])=[O:24])[N:16]=2)=[C:11]([F:27])[C:10]=1[O:28][CH3:29].Cl.[N+:31]([C:34]1[CH:41]=[CH:40][CH:39]=[CH:38][C:35]=1[CH2:36][NH2:37])([O-:33])=[O:32].C(OCC)(=O)C, predict the reaction product. (7) Given the reactants [F:1][C:2]1[C:7]([NH2:8])=[CH:6][CH:5]=[CH:4][C:3]=1[N:9]([CH3:17])[CH:10]1[CH2:15][CH2:14][N:13]([CH3:16])[CH2:12][CH2:11]1.[Cl:18][C:19]1[CH:27]=[C:26]([F:28])[CH:25]=[CH:24][C:20]=1[C:21](Cl)=[O:22], predict the reaction product. The product is: [Cl:18][C:19]1[CH:27]=[C:26]([F:28])[CH:25]=[CH:24][C:20]=1[C:21]([NH:8][C:7]1[CH:6]=[CH:5][CH:4]=[C:3]([N:9]([CH3:17])[CH:10]2[CH2:15][CH2:14][N:13]([CH3:16])[CH2:12][CH2:11]2)[C:2]=1[F:1])=[O:22]. (8) Given the reactants Cl.Cl.[CH3:3][NH:4][C:5]([C:7]1([N:35]2[CH2:40][CH2:39][CH2:38][CH2:37][CH2:36]2)[CH2:12][CH2:11][N:10]([CH2:13][CH2:14][CH:15]([C:27]2[CH:32]=[CH:31][C:30](Cl)=[C:29](Cl)[CH:28]=2)[CH2:16][N:17]([C:19](=[O:26])[C:20]2[CH:25]=[CH:24][CH:23]=[CH:22][CH:21]=2)[CH3:18])[CH2:9][CH2:8]1)=[O:6].O.[OH-].[K+].[CH2:44](O)C, predict the reaction product. The product is: [C:19]([N:17]([CH3:18])[CH2:16][C@H:15]([C:27]1[CH:32]=[CH:31][CH:30]=[CH:29][CH:28]=1)[CH2:14][CH2:13][N:10]1[CH2:11][CH2:12][C:7]([C:5]([N:4]([CH3:44])[CH3:3])=[O:6])([N:35]2[CH2:40][CH2:39][CH2:38][CH2:37][CH2:36]2)[CH2:8][CH2:9]1)(=[O:26])[C:20]1[CH:25]=[CH:24][CH:23]=[CH:22][CH:21]=1.